From a dataset of Catalyst prediction with 721,799 reactions and 888 catalyst types from USPTO. Predict which catalyst facilitates the given reaction. Reactant: C[O:2][C:3]([C:5]1[CH:10]=[C:9]([Br:11])[C:8](=[O:12])[N:7]([CH2:13][C:14]2[CH:19]=[CH:18][C:17]([O:20][CH3:21])=[CH:16][CH:15]=2)[C:6]=1[CH2:22][N:23]([CH2:34][C:35]([O:37][CH3:38])=[O:36])S(C1C=CC(C)=CC=1)(=O)=O)=O.C[O-].[Na+].Cl. Product: [CH3:38][O:37][C:35]([C:34]1[C:3]([OH:2])=[C:5]2[C:6](=[CH:22][N:23]=1)[N:7]([CH2:13][C:14]1[CH:15]=[CH:16][C:17]([O:20][CH3:21])=[CH:18][CH:19]=1)[C:8](=[O:12])[C:9]([Br:11])=[CH:10]2)=[O:36]. The catalyst class is: 5.